Dataset: Catalyst prediction with 721,799 reactions and 888 catalyst types from USPTO. Task: Predict which catalyst facilitates the given reaction. (1) Reactant: [Cl:1][C:2]1[CH:6]=[C:5]([C:7]2[CH:8]=[N:9][CH:10]=[C:11]([C:13]#[C:14][CH3:15])[CH:12]=2)[S:4][C:3]=1[C@:16]1([CH3:37])[CH2:21][C@@H:20]([C:22]2[C:23]([CH3:28])=[N:24][O:25][C:26]=2[CH3:27])[S:19][C:18]([NH:29]C(=O)OC(C)(C)C)=[N:17]1.[C:38]([OH:44])([C:40]([F:43])([F:42])[F:41])=[O:39]. Product: [Cl:1][C:2]1[CH:6]=[C:5]([C:7]2[CH:8]=[N:9][CH:10]=[C:11]([C:13]#[C:14][CH3:15])[CH:12]=2)[S:4][C:3]=1[C@:16]1([CH3:37])[CH2:21][C@@H:20]([C:22]2[C:23]([CH3:28])=[N:24][O:25][C:26]=2[CH3:27])[S:19][C:18]([NH2:29])=[N:17]1.[C:38]([OH:44])([C:40]([F:43])([F:42])[F:41])=[O:39]. The catalyst class is: 2. (2) Reactant: [NH2:1][CH:2]([C:9]1[C:14]([O:15][CH3:16])=[CH:13][CH:12]=[CH:11][C:10]=1[O:17][CH3:18])[CH2:3][CH2:4][C:5]([O:7]C)=O.CCN(C(C)C)C(C)C.[CH3:28][C:29]1[S:30][CH:31]=[C:32]([C:34]2[CH:35]=[C:36]([CH:39]=[CH:40][CH:41]=2)[CH:37]=O)[N:33]=1.[BH-](OC(C)=O)(OC(C)=O)OC(C)=O.[Na+].C([O-])(O)=O.[Na+]. Product: [CH3:18][O:17][C:10]1[CH:11]=[CH:12][CH:13]=[C:14]([O:15][CH3:16])[C:9]=1[CH:2]1[N:1]([CH2:37][C:36]2[CH:39]=[CH:40][CH:41]=[C:34]([C:32]3[N:33]=[C:29]([CH3:28])[S:30][CH:31]=3)[CH:35]=2)[C:5](=[O:7])[CH2:4][CH2:3]1. The catalyst class is: 279. (3) Reactant: [CH:1]([NH:4][C:5]1[CH:13]=[CH:12][C:11]([CH3:14])=[CH:10][C:6]=1[C:7]([OH:9])=O)([CH3:3])[CH3:2].CCN=C=NCCCN(C)C.C1C=CC2N(O)N=NC=2C=1.CCN(C(C)C)C(C)C.[CH3:45][C:46]([NH2:50])([C:48]#[CH:49])[CH3:47]. Product: [CH:1]([NH:4][C:5]1[CH:13]=[CH:12][C:11]([CH3:14])=[CH:10][C:6]=1[C:7]([NH:50][C:46]([CH3:47])([C:48]#[CH:49])[CH3:45])=[O:9])([CH3:2])[CH3:3]. The catalyst class is: 2. (4) Reactant: [C:1]([C:3]1[C:4]2[S:25][C:24]([C:26]3[CH:31]=[CH:30][CH:29]=[CH:28][CH:27]=3)=[CH:23][C:5]=2[C:6]([NH:9][C@H:10]2[CH2:15][CH2:14][CH2:13][N:12](C(OC(C)(C)C)=O)[CH2:11]2)=[N:7][CH:8]=1)#[N:2].Cl.C([O-])(O)=[O:34].[Na+]. Product: [C:26]1([C:24]2[S:25][C:4]3[C:3]([C:1]([NH2:2])=[O:34])=[CH:8][N:7]=[C:6]([NH:9][C@H:10]4[CH2:15][CH2:14][CH2:13][NH:12][CH2:11]4)[C:5]=3[CH:23]=2)[CH:27]=[CH:28][CH:29]=[CH:30][CH:31]=1. The catalyst class is: 6. (5) Product: [CH3:23][C:18]1([CH3:24])[C:19]([CH3:22])([CH3:21])[O:20][B:16]([C:2]2[CH:7]=[CH:6][C:5]([S:8]([N:11]3[CH2:14][CH:13]([OH:15])[CH2:12]3)(=[O:10])=[O:9])=[CH:4][CH:3]=2)[O:17]1. Reactant: Br[C:2]1[CH:7]=[CH:6][C:5]([S:8]([N:11]2[CH2:14][CH:13]([OH:15])[CH2:12]2)(=[O:10])=[O:9])=[CH:4][CH:3]=1.[B:16]1([B:16]2[O:20][C:19]([CH3:22])([CH3:21])[C:18]([CH3:24])([CH3:23])[O:17]2)[O:20][C:19]([CH3:22])([CH3:21])[C:18]([CH3:24])([CH3:23])[O:17]1.C([O-])(=O)C.[K+]. The catalyst class is: 75. (6) Reactant: Cl[C:2]1[C:3]2[S:23](=[O:24])[CH2:22][CH2:21][C:4]=2[N:5]=[C:6]([N:8]2[CH2:13][CH2:12][N:11]([C:14]3[CH:19]=[CH:18][C:17]([Cl:20])=[CH:16][CH:15]=3)[CH2:10][CH2:9]2)[N:7]=1.[N:25]1[C:33]2[CH:32]=[CH:31][N:30]=[CH:29][C:28]=2[NH:27][C:26]=1[CH2:34][NH2:35].C(N(C(C)C)CC)(C)C.O. Product: [Cl:20][C:17]1[CH:18]=[CH:19][C:14]([N:11]2[CH2:12][CH2:13][N:8]([C:6]3[N:7]=[C:2]([NH:35][CH2:34][C:26]4[NH:27][C:28]5[CH:29]=[N:30][CH:31]=[CH:32][C:33]=5[N:25]=4)[C:3]4[S:23](=[O:24])[CH2:22][CH2:21][C:4]=4[N:5]=3)[CH2:9][CH2:10]2)=[CH:15][CH:16]=1. The catalyst class is: 12. (7) Reactant: [Cl:1][C:2]1[CH:21]=[CH:20][C:19]([F:22])=[CH:18][C:3]=1[C:4]([NH:6][C:7]1[CH:15]=[CH:14][C:10]([C:11](O)=[O:12])=[CH:9][C:8]=1[O:16][CH3:17])=[O:5].CN(C=O)C.C(Cl)(=O)C([Cl:31])=O. Product: [Cl:1][C:2]1[CH:21]=[CH:20][C:19]([F:22])=[CH:18][C:3]=1[C:4]([NH:6][C:7]1[CH:15]=[CH:14][C:10]([C:11]([Cl:31])=[O:12])=[CH:9][C:8]=1[O:16][CH3:17])=[O:5]. The catalyst class is: 2. (8) Reactant: [CH3:1]CN(C(C)C)C(C)C.[CH3:10][O:11][C:12](=[O:24])[C:13](=O)[CH:14](Cl)[C:15]1[CH:16]=[C:17]([CH3:21])[CH:18]=[CH:19][CH:20]=1.Cl.CN[N:28](NC)[C:29](=[S:31])C. Product: [CH3:10][O:11][C:12]([C:13]1[N:28]=[CH:29][S:31][C:14]=1[C:15]1[CH:20]=[CH:19][C:18]([CH3:1])=[C:17]([CH3:21])[CH:16]=1)=[O:24]. The catalyst class is: 10.